This data is from Forward reaction prediction with 1.9M reactions from USPTO patents (1976-2016). The task is: Predict the product of the given reaction. (1) Given the reactants [F:1][C:2]1[CH:7]=[CH:6][C:5]([C:8]2[O:9][C:10]3[CH:20]=[CH:19][C:18]([OH:21])=[CH:17][C:11]=3[C:12]=2[C:13]([O:15]C)=[O:14])=[CH:4][CH:3]=1.[OH-].[Na+], predict the reaction product. The product is: [F:1][C:2]1[CH:7]=[CH:6][C:5]([C:8]2[O:9][C:10]3[CH:20]=[CH:19][C:18]([OH:21])=[CH:17][C:11]=3[C:12]=2[C:13]([OH:15])=[O:14])=[CH:4][CH:3]=1. (2) Given the reactants Cl.[CH3:2][O:3][C:4]([CH:6]1[CH2:10][CH2:9][CH2:8][NH:7]1)=[O:5].C(N(CC)CC)C.[C:18]([O:22][C:23](O[C:23]([O:22][C:18]([CH3:21])([CH3:20])[CH3:19])=[O:24])=[O:24])([CH3:21])([CH3:20])[CH3:19], predict the reaction product. The product is: [CH3:2][O:3][C:4]([CH:6]1[CH2:10][CH2:9][CH2:8][N:7]1[C:23]([O:22][C:18]([CH3:21])([CH3:20])[CH3:19])=[O:24])=[O:5]. (3) Given the reactants Cl.[NH2:2][CH2:3][C:4]1[CH:5]=[C:6]([C:14]2[S:15][C:16]([CH3:30])=[C:17]([CH2:19][N:20]3[CH:24]=[C:23]([C:25]([O:27][CH2:28][CH3:29])=[O:26])[CH:22]=[N:21]3)[N:18]=2)[CH:7]=[C:8]([C:10]([F:13])([F:12])[F:11])[CH:9]=1.[N:31]1[CH:36]=[CH:35][CH:34]=[CH:33][C:32]=1[C:37](O)=[O:38].CN(C)CCCN=C=NCC.ON1C2C=CC=CC=2N=N1.C(N(CC)CC)C, predict the reaction product. The product is: [CH3:30][C:16]1[S:15][C:14]([C:6]2[CH:7]=[C:8]([C:10]([F:13])([F:11])[F:12])[CH:9]=[C:4]([CH2:3][NH:2][C:37]([C:32]3[CH:33]=[CH:34][CH:35]=[CH:36][N:31]=3)=[O:38])[CH:5]=2)=[N:18][C:17]=1[CH2:19][N:20]1[CH:24]=[C:23]([C:25]([O:27][CH2:28][CH3:29])=[O:26])[CH:22]=[N:21]1.